Dataset: Reaction yield outcomes from USPTO patents with 853,638 reactions. Task: Predict the reaction yield, written as a fraction of the theoretical maximum amount of product (1.0 means a 100% yield; for example, 0.34 means a 34% yield). The reactants are [OH:1][C:2]1[C:3]([C:17](=O)[CH3:18])=[N:4][N:5]([CH3:16])[C:6]=1[C:7]1[CH:12]=[CH:11][C:10]([CH2:13][CH2:14][CH3:15])=[CH:9][CH:8]=1.[NH:20]([C:22]([NH:24][C:25]1[CH:33]=[CH:32][C:28]([C:29]([OH:31])=[O:30])=[CH:27][CH:26]=1)=[S:23])[NH2:21].CN(C)C=O. The catalyst is Cl.O. The product is [OH:1][C:2]1[C:3]([C:17](=[N:21][NH:20][C:22]([NH:24][C:25]2[CH:33]=[CH:32][C:28]([C:29]([OH:31])=[O:30])=[CH:27][CH:26]=2)=[S:23])[CH3:18])=[N:4][N:5]([CH3:16])[C:6]=1[C:7]1[CH:12]=[CH:11][C:10]([CH2:13][CH2:14][CH3:15])=[CH:9][CH:8]=1. The yield is 0.790.